Dataset: Reaction yield outcomes from USPTO patents with 853,638 reactions. Task: Predict the reaction yield, written as a fraction of the theoretical maximum amount of product (1.0 means a 100% yield; for example, 0.34 means a 34% yield). (1) The reactants are [C@H:1]1([NH2:8])[CH2:6][CH2:5][C@H:4]([NH2:7])[CH2:3][CH2:2]1.[C:9](O[C:9]([O:11][C:12]([CH3:15])([CH3:14])[CH3:13])=[O:10])([O:11][C:12]([CH3:15])([CH3:14])[CH3:13])=[O:10]. The catalyst is C(Cl)(Cl)Cl. The product is [C:12]([O:11][C:9]([NH:7][C@H:4]1[CH2:5][CH2:6][C@H:1]([NH2:8])[CH2:2][CH2:3]1)=[O:10])([CH3:15])([CH3:14])[CH3:13]. The yield is 0.710. (2) The reactants are [Cl:1][C:2]1[CH:11]=[C:10]([O:12][CH:13]([CH3:15])[CH3:14])[C:9]([N+:16]([O-])=O)=[CH:8][C:3]=1[C:4]([O:6][CH3:7])=[O:5]. The catalyst is CO.O1CCCC1.[Pt]. The product is [NH2:16][C:9]1[C:10]([O:12][CH:13]([CH3:15])[CH3:14])=[CH:11][C:2]([Cl:1])=[C:3]([CH:8]=1)[C:4]([O:6][CH3:7])=[O:5]. The yield is 0.780.